Dataset: NCI-60 drug combinations with 297,098 pairs across 59 cell lines. Task: Regression. Given two drug SMILES strings and cell line genomic features, predict the synergy score measuring deviation from expected non-interaction effect. (1) Drug 1: CC1=C(C(CCC1)(C)C)C=CC(=CC=CC(=CC(=O)O)C)C. Drug 2: CC=C1C(=O)NC(C(=O)OC2CC(=O)NC(C(=O)NC(CSSCCC=C2)C(=O)N1)C(C)C)C(C)C. Cell line: SK-MEL-5. Synergy scores: CSS=63.2, Synergy_ZIP=-0.0990, Synergy_Bliss=-2.09, Synergy_Loewe=-66.8, Synergy_HSA=-3.11. (2) Drug 1: C1=NC(=NC(=O)N1C2C(C(C(O2)CO)O)O)N. Drug 2: CS(=O)(=O)CCNCC1=CC=C(O1)C2=CC3=C(C=C2)N=CN=C3NC4=CC(=C(C=C4)OCC5=CC(=CC=C5)F)Cl. Cell line: CCRF-CEM. Synergy scores: CSS=17.8, Synergy_ZIP=1.79, Synergy_Bliss=5.70, Synergy_Loewe=-11.2, Synergy_HSA=-6.52. (3) Drug 1: C1=CC(=CC=C1CCC2=CNC3=C2C(=O)NC(=N3)N)C(=O)NC(CCC(=O)O)C(=O)O. Drug 2: CCCCCOC(=O)NC1=NC(=O)N(C=C1F)C2C(C(C(O2)C)O)O. Cell line: EKVX. Synergy scores: CSS=-0.586, Synergy_ZIP=1.89, Synergy_Bliss=2.93, Synergy_Loewe=-3.92, Synergy_HSA=-1.13.